From a dataset of Reaction yield outcomes from USPTO patents with 853,638 reactions. Predict the reaction yield, written as a fraction of the theoretical maximum amount of product (1.0 means a 100% yield; for example, 0.34 means a 34% yield). (1) The reactants are FC(F)(F)S(O[C:7]1[CH:12]=[CH:11][C:10]([C:13]([CH3:21])([CH3:20])[O:14][SiH2:15][C:16]([CH3:19])([CH3:18])[CH3:17])=[C:9]([CH:22]([CH3:24])[CH3:23])[CH:8]=1)(=O)=O.[CH3:27][Si:28]([C:31]#[CH:32])([CH3:30])[CH3:29]. The catalyst is C(N(CC)CC)C.CN(C=O)C.Cl[Pd](Cl)([P](C1C=CC=CC=1)(C1C=CC=CC=1)C1C=CC=CC=1)[P](C1C=CC=CC=1)(C1C=CC=CC=1)C1C=CC=CC=1. The product is [C:16]([SiH2:15][O:14][C:13]([CH3:21])([CH3:20])[C:10]1[CH:11]=[CH:12][C:7]([C:32]#[C:31][Si:28]([CH3:30])([CH3:29])[CH3:27])=[CH:8][C:9]=1[CH:22]([CH3:24])[CH3:23])([CH3:19])([CH3:18])[CH3:17]. The yield is 0.780. (2) The yield is 0.600. The catalyst is C(Cl)Cl. The product is [C:27]([NH:1][CH2:2][C:3]([C:6]1[CH:11]=[CH:10][C:9]([NH:12][C:13](=[O:24])[C:14]2[CH:19]=[CH:18][C:17]([O:20][CH3:21])=[C:16]([O:22][CH3:23])[CH:15]=2)=[CH:8][C:7]=1[CH2:25][CH3:26])([CH3:5])[CH3:4])(=[O:29])[CH3:28]. The reactants are [NH2:1][CH2:2][C:3]([C:6]1[CH:11]=[CH:10][C:9]([NH:12][C:13](=[O:24])[C:14]2[CH:19]=[CH:18][C:17]([O:20][CH3:21])=[C:16]([O:22][CH3:23])[CH:15]=2)=[CH:8][C:7]=1[CH2:25][CH3:26])([CH3:5])[CH3:4].[C:27](Cl)(=[O:29])[CH3:28].C(N(CC)CC)C. (3) The reactants are [N+:1]([C:4]1[CH:9]=[CH:8][C:7]([C:10]2([C:13]([O:15][CH3:16])=[O:14])[CH2:12][CH2:11]2)=[CH:6][CH:5]=1)([O-])=O. The catalyst is CO.[Ni]. The product is [NH2:1][C:4]1[CH:5]=[CH:6][C:7]([C:10]2([C:13]([O:15][CH3:16])=[O:14])[CH2:12][CH2:11]2)=[CH:8][CH:9]=1. The yield is 0.660. (4) The reactants are [CH2:1]([O:3][C:4]([C:6]1[CH2:10][C:9]([O-:11])=[C:8](C(OC)=O)[C:7]=1[CH2:16][CH3:17])=[O:5])[CH3:2].[Na+].[Cl-].[K+].CC(O)=O.C([O-])(O)=O.[Na+]. The catalyst is O.C1(C)C=CC=CC=1. The product is [CH2:16]([C:7]1[CH:6]([C:4]([O:3][CH2:1][CH3:2])=[O:5])[CH2:10][C:9](=[O:11])[CH:8]=1)[CH3:17]. The yield is 0.690. (5) The reactants are [CH2:1]([S:4][C:5]1[N:13]=[C:12]2[C:8]([N:9]=[CH:10][N:11]2[C@@H:14]2[O:26][C@H:25]([CH2:27][O:28]C(=O)C)[C@@H:20]([O:21]C(=O)C)[C@H:15]2[O:16]C(=O)C)=[C:7](Cl)[N:6]=1)[CH2:2][CH3:3].[O:33]([C:35]1[CH:42]=[CH:41][C:38]([CH2:39][NH2:40])=[CH:37][CH:36]=1)[CH3:34]. No catalyst specified. The product is [CH2:1]([S:4][C:5]1[N:13]=[C:12]2[C:8]([N:9]=[CH:10][N:11]2[C@@H:14]2[O:26][C@H:25]([CH2:27][OH:28])[C@@H:20]([OH:21])[C@H:15]2[OH:16])=[C:7]([NH:40][CH2:39][C:38]2[CH:41]=[CH:42][C:35]([O:33][CH3:34])=[CH:36][CH:37]=2)[N:6]=1)[CH2:2][CH3:3]. The yield is 0.810. (6) The reactants are [C:1]1([C:16]2[CH:21]=[CH:20][CH:19]=[CH:18][CH:17]=2)[CH:6]=[CH:5][CH:4]=[CH:3][C:2]=1[C:7]1[CH:15]=[CH:14][CH:13]=[C:12]2[C:8]=1[CH:9]=[CH:10][CH2:11]2.CS(C)=O.[Br:26]N1C(=O)CCC1=O.C1(C)C=CC(S(O)(=O)=O)=CC=1. The catalyst is O. The product is [C:1]1([C:16]2[CH:17]=[CH:18][CH:19]=[CH:20][CH:21]=2)[CH:6]=[CH:5][CH:4]=[CH:3][C:2]=1[C:7]1[CH:15]=[CH:14][CH:13]=[C:12]2[C:8]=1[CH:9]=[C:10]([Br:26])[CH2:11]2. The yield is 0.750. (7) The reactants are [NH:1]1[C:5]([C:6]2[CH:7]=[C:8]([CH:10]=[CH:11][CH:12]=2)[NH2:9])=[N:4][N:3]=[N:2]1.[C:13]1([C:19]2[CH:23]=[C:22]([C:24](O)=[O:25])[O:21][N:20]=2)[CH:18]=[CH:17][CH:16]=[CH:15][CH:14]=1. No catalyst specified. The product is [C:13]1([C:19]2[CH:23]=[C:22]([C:24]([NH:9][C:8]3[CH:10]=[CH:11][CH:12]=[C:6]([C:5]4[NH:1][N:2]=[N:3][N:4]=4)[CH:7]=3)=[O:25])[O:21][N:20]=2)[CH:14]=[CH:15][CH:16]=[CH:17][CH:18]=1. The yield is 0.500. (8) The reactants are [Br:1][CH2:2][CH2:3][O:4][C:5]1[CH:13]=[CH:12][C:8]([C:9](O)=[O:10])=[CH:7][C:6]=1[F:14].S(Cl)([Cl:17])=O. No catalyst specified. The product is [Br:1][CH2:2][CH2:3][O:4][C:5]1[CH:13]=[CH:12][C:8]([C:9]([Cl:17])=[O:10])=[CH:7][C:6]=1[F:14]. The yield is 0.930. (9) The reactants are [F:1][C:2]1[CH:24]=[CH:23][C:5]([O:6][C:7]2[CH:8]=[C:9]3[C:13](=[CH:14][C:15]=2[C:16]([NH2:18])=[O:17])[N:12]([CH2:19][CH:20]([CH3:22])[CH3:21])[N:11]=[CH:10]3)=[CH:4][CH:3]=1.C(N1C=CN=C1)(N1C=CN=C1)=O.[C:37]([O:41][C:42]([N:44]1[CH2:48][CH2:47][CH:46](N)[CH2:45]1)=[O:43])([CH3:40])([CH3:39])[CH3:38]. The catalyst is C1COCC1. The product is [C:37]([O:41][C:42]([N:44]1[CH2:48][CH2:47][CH:46]([NH:18][C:16]([C:15]2[CH:14]=[C:13]3[C:9]([CH:10]=[N:11][N:12]3[CH2:19][CH:20]([CH3:22])[CH3:21])=[CH:8][C:7]=2[O:6][C:5]2[CH:23]=[CH:24][C:2]([F:1])=[CH:3][CH:4]=2)=[O:17])[CH2:45]1)=[O:43])([CH3:40])([CH3:38])[CH3:39]. The yield is 0.940.